Task: Predict the reactants needed to synthesize the given product.. Dataset: Full USPTO retrosynthesis dataset with 1.9M reactions from patents (1976-2016) (1) Given the product [C:1]([O:5][C:6]([NH:8][C:9]1[CH:10]=[C:11]([CH:15]=[C:16]([O:18][CH3:19])[CH:17]=1)[C:12]([O:14][CH2:26][CH3:27])=[O:13])=[O:7])([CH3:4])([CH3:3])[CH3:2], predict the reactants needed to synthesize it. The reactants are: [C:1]([O:5][C:6]([NH:8][C:9]1[CH:10]=[C:11]([CH:15]=[C:16]([O:18][CH3:19])[CH:17]=1)[C:12]([OH:14])=[O:13])=[O:7])([CH3:4])([CH3:3])[CH3:2].C([O-])([O-])=O.[Cs+].[Cs+].[CH2:26](I)[CH3:27]. (2) The reactants are: [F:1][C:2]1[CH:3]=[C:4]([OH:11])[CH:5]=[CH:6][C:7]=1[N+:8]([O-:10])=[O:9].C(=O)([O-])[O-].[K+].[K+].Br[CH2:19][C:20]([O:22][CH3:23])=[O:21].CN(C)C=O. Given the product [F:1][C:2]1[CH:3]=[C:4]([O:11][CH2:19][C:20]([O:22][CH3:23])=[O:21])[CH:5]=[CH:6][C:7]=1[N+:8]([O-:10])=[O:9], predict the reactants needed to synthesize it.